Dataset: Full USPTO retrosynthesis dataset with 1.9M reactions from patents (1976-2016). Task: Predict the reactants needed to synthesize the given product. (1) Given the product [CH3:1][O:2][C:3](=[O:12])[C:4]1[CH:9]=[CH:8][C:7]([Br:10])=[C:6]([O:11][CH2:20][CH2:21][CH2:22][O:23][CH3:24])[CH:5]=1, predict the reactants needed to synthesize it. The reactants are: [CH3:1][O:2][C:3](=[O:12])[C:4]1[CH:9]=[CH:8][C:7]([Br:10])=[C:6]([OH:11])[CH:5]=1.C(=O)([O-])[O-].[K+].[K+].I[CH2:20][CH2:21][CH2:22][O:23][CH3:24]. (2) Given the product [C:15]1([C:23]2[CH:24]=[CH:25][CH:26]=[CH:27][CH:28]=2)[CH:20]=[CH:19][CH:18]=[C:17]([CH2:21][N:12]2[CH2:13][CH2:14][N:9]([C:4]3[CH:5]=[CH:6][CH:7]=[CH:8][C:3]=3[O:2][CH3:1])[CH2:10][CH2:11]2)[CH:16]=1, predict the reactants needed to synthesize it. The reactants are: [CH3:1][O:2][C:3]1[CH:8]=[CH:7][CH:6]=[CH:5][C:4]=1[N:9]1[CH2:14][CH2:13][NH:12][CH2:11][CH2:10]1.[C:15]1([C:23]2[CH:28]=[CH:27][CH:26]=[CH:25][CH:24]=2)[CH:20]=[CH:19][CH:18]=[C:17]([CH:21]=O)[CH:16]=1.[BH-](OC(C)=O)(OC(C)=O)OC(C)=O.[Na+].C1(C2C=CC=CC=2)C=CC=CC=1CN1CCN(C2C=CC=CC=2)CC1. (3) Given the product [CH3:1][O:2][C:3]1[C:7]([CH2:8][OH:9])=[C:6]([C:11]2[CH:16]=[CH:15][C:14]([O:17][CH3:18])=[CH:13][CH:12]=2)[S:5][N:4]=1, predict the reactants needed to synthesize it. The reactants are: [CH3:1][O:2][C:3]1[C:7]([C:8](O)=[O:9])=[C:6]([C:11]2[CH:16]=[CH:15][C:14]([O:17][CH3:18])=[CH:13][CH:12]=2)[S:5][N:4]=1.B.C1COCC1. (4) Given the product [CH:1]1(/[CH:6]=[C:7](\[C:23]2[CH:28]=[CH:27][C:26]([S:29]([CH:32]3[CH2:34][CH2:33]3)(=[O:31])=[O:30])=[CH:25][CH:24]=2)/[C:8]([NH:10][C:11]2[S:12][CH:13]=[C:14]([C:16](=[O:22])[C:17]([O:19][CH2:20][CH3:21])=[O:18])[N:15]=2)=[O:9])[CH2:5][CH2:4][CH2:3][CH2:2]1, predict the reactants needed to synthesize it. The reactants are: [CH:1]1(/[CH:6]=[C:7](\[C:23]2[CH:28]=[CH:27][C:26]([S:29]([CH:32]3[CH2:34][CH2:33]3)(=[O:31])=[O:30])=[CH:25][CH:24]=2)/[C:8]([NH:10][C:11]2[S:12][CH:13]=[C:14]([CH:16]([OH:22])[C:17]([O:19][CH2:20][CH3:21])=[O:18])[N:15]=2)=[O:9])[CH2:5][CH2:4][CH2:3][CH2:2]1. (5) The reactants are: C(OC(=O)C([N:12]1[CH2:19][CH:18]2[CH2:20][CH:14]([C:15]3[N:16]([C:21](=[O:31])[C:22]([OH:30])=[C:23]([C:25]([O:27][CH2:28][CH3:29])=[O:26])[N:24]=3)[CH2:17]2)[CH2:13]1)=CC(OCC)=O)C.FC(F)(F)C(O)=O. Given the product [OH:30][C:22]1[C:21](=[O:31])[N:16]2[CH2:17][CH:18]3[CH2:20][CH:14]([C:15]2=[N:24][C:23]=1[C:25]([O:27][CH2:28][CH3:29])=[O:26])[CH2:13][NH:12][CH2:19]3, predict the reactants needed to synthesize it. (6) Given the product [C:45]([OH:52])(=[O:51])/[CH:46]=[CH:47]\[C:48]([OH:50])=[O:49].[C:45]([OH:52])(=[O:51])/[CH:46]=[CH:47]\[C:48]([OH:50])=[O:49].[NH2:1][C:2]1[N:7]=[CH:6][N:5]=[C:4]2[N:8]([CH:32]3[CH2:37][CH2:36][N:35]([CH2:38][C:39]4[N:40]=[C:41]([CH3:44])[NH:42][CH:43]=4)[CH2:34][CH2:33]3)[N:9]=[C:10]([C:11]3[CH:16]=[CH:15][C:14]([NH:17][C:18]([C:20]4[N:21]([CH3:29])[C:22]5[C:27]([CH:28]=4)=[CH:26][CH:25]=[CH:24][CH:23]=5)=[O:19])=[C:13]([O:30][CH3:31])[CH:12]=3)[C:3]=12, predict the reactants needed to synthesize it. The reactants are: [NH2:1][C:2]1[N:7]=[CH:6][N:5]=[C:4]2[N:8]([CH:32]3[CH2:37][CH2:36][N:35]([CH2:38][C:39]4[N:40]=[C:41]([CH3:44])[NH:42][CH:43]=4)[CH2:34][CH2:33]3)[N:9]=[C:10]([C:11]3[CH:16]=[CH:15][C:14]([NH:17][C:18]([C:20]4[N:21]([CH3:29])[C:22]5[C:27]([CH:28]=4)=[CH:26][CH:25]=[CH:24][CH:23]=5)=[O:19])=[C:13]([O:30][CH3:31])[CH:12]=3)[C:3]=12.[C:45]([OH:52])(=[O:51])/[CH:46]=[CH:47]\[C:48]([OH:50])=[O:49].